Dataset: Forward reaction prediction with 1.9M reactions from USPTO patents (1976-2016). Task: Predict the product of the given reaction. The product is: [C:11]([O:15][C:16](=[O:19])[CH2:17][CH2:18][NH:10][C@H:8]([C:4]1[CH:5]=[CH:6][CH:7]=[C:2]([Br:1])[CH:3]=1)[CH3:9])([CH3:14])([CH3:13])[CH3:12]. Given the reactants [Br:1][C:2]1[CH:3]=[C:4]([C@@H:8]([NH2:10])[CH3:9])[CH:5]=[CH:6][CH:7]=1.[C:11]([O:15][C:16](=[O:19])[CH:17]=[CH2:18])([CH3:14])([CH3:13])[CH3:12], predict the reaction product.